Dataset: hERG Central: cardiac toxicity at 1µM, 10µM, and general inhibition. Task: Predict hERG channel inhibition at various concentrations. (1) The drug is COC(=O)c1ccc2c(=O)n(CCN3CCOCC3)c(SCC(=O)Nc3ccc(C)cc3)nc2c1. Results: hERG_inhib (hERG inhibition (general)): blocker. (2) The compound is Cc1ccc(CSCCNC(=O)c2cccc([N+](=O)[O-])c2)cc1. Results: hERG_inhib (hERG inhibition (general)): blocker. (3) The compound is Cc1ccc(NC(=S)N(CCCN2CCN(C)CC2)Cc2cccs2)cc1C. Results: hERG_inhib (hERG inhibition (general)): blocker. (4) Results: hERG_inhib (hERG inhibition (general)): blocker. The molecule is COc1cccc(C2CC(c3ccc(NS(C)(=O)=O)cc3)=NN2C(=O)c2ccccc2)c1OC. (5) The drug is O=C(COc1cccc2c1CCN(Cc1ccc(Br)cc1)C2=O)N1CCOCC1. Results: hERG_inhib (hERG inhibition (general)): blocker. (6) The drug is O=C(O)C(=O)O.OCc1ccccc1OCCCN1CCC(Cc2ccccc2)CC1. Results: hERG_inhib (hERG inhibition (general)): blocker.